From a dataset of Catalyst prediction with 721,799 reactions and 888 catalyst types from USPTO. Predict which catalyst facilitates the given reaction. (1) Reactant: [NH:1]1[CH2:4][CH2:3][CH2:2]1.C(=O)([O-])[O-].[Cs+].[Cs+].[CH3:11][C:12]1[N:20]2[C:15]([C:16](N3C=NC=N3)=[N:17][CH:18]=[N:19]2)=[C:14]([C:26]2[CH:27]=[N:28][N:29]([CH3:38])[C:30]=2[C:31]2[CH:36]=[CH:35][C:34]([CH3:37])=[CH:33][CH:32]=2)[N:13]=1. Product: [N:1]1([C:16]2[C:15]3=[C:14]([C:26]4[CH:27]=[N:28][N:29]([CH3:38])[C:30]=4[C:31]4[CH:36]=[CH:35][C:34]([CH3:37])=[CH:33][CH:32]=4)[N:13]=[C:12]([CH3:11])[N:20]3[N:19]=[CH:18][N:17]=2)[CH2:4][CH2:3][CH2:2]1. The catalyst class is: 42. (2) Reactant: [Br:1][C:2]1[CH:3]=[CH:4][C:5]([CH2:21][CH3:22])=[C:6]([CH:8]2[C:16](=[O:17])[CH:15]3[CH:10]([CH:11]4[CH2:19][CH2:18][CH:14]3[CH:13]=[CH:12]4)[C:9]2=[O:20])[CH:7]=1. Product: [Br:1][C:2]1[CH:3]=[CH:4][C:5]([CH2:21][CH3:22])=[C:6]([CH:8]2[C:16](=[O:17])[CH:15]3[CH:10]([CH:11]4[CH2:19][CH2:18][CH:14]3[CH2:13][CH2:12]4)[C:9]2=[O:20])[CH:7]=1. The catalyst class is: 381. (3) Reactant: [C:1]1(=[O:8])[O:7][CH2:6][CH2:5][CH2:4]CC1.[Li+].CC([N-][CH:14]([CH3:16])[CH3:15])C.I[CH3:18].O. Product: [CH3:18][C:14]1([CH3:15])[CH2:16][CH2:4][CH2:5][CH2:6][O:7][C:1]1=[O:8]. The catalyst class is: 165. (4) Reactant: [Br:1][C:2]1[CH:10]=[CH:9][C:8]([C:11]#[N:12])=[CH:7][C:3]=1[C:4]([OH:6])=O.[NH:13]1[C:22]2[C:17](=[CH:18][CH:19]=[CH:20][CH:21]=2)[CH2:16][CH2:15][CH2:14]1.C(N(C(C)C)C(C)C)C.[I-].ClC1C=CC=C[N+]=1C.C([O-])(O)=O.[Na+]. Product: [Br:1][C:2]1[CH:10]=[CH:9][C:8]([C:11]#[N:12])=[CH:7][C:3]=1[C:4]([N:13]1[C:22]2[C:17](=[CH:18][CH:19]=[CH:20][CH:21]=2)[CH2:16][CH2:15][CH2:14]1)=[O:6]. The catalyst class is: 4. (5) The catalyst class is: 7. Reactant: [N:1]([CH2:4][C@H:5]1[CH2:10][CH2:9][CH2:8][N:7]([C:11]([O:13][C:14]([CH3:17])([CH3:16])[CH3:15])=[O:12])[CH2:6]1)=[N+]=[N-].C1(P(C2C=CC=CC=2)C2C=CC=CC=2)C=CC=CC=1.Cl. Product: [NH2:1][CH2:4][C@H:5]1[CH2:10][CH2:9][CH2:8][N:7]([C:11]([O:13][C:14]([CH3:17])([CH3:16])[CH3:15])=[O:12])[CH2:6]1. (6) Reactant: C[Si]([N-][Si](C)(C)C)(C)C.[K+].[P:11]([O-:18])([O:15][CH2:16][CH3:17])[O:12][CH2:13][CH3:14].[CH2:19]([O:26][C:27]([NH:29][CH2:30][CH2:31][CH:32]=[O:33])=[O:28])[C:20]1[CH:25]=[CH:24][CH:23]=[CH:22][CH:21]=1. Product: [CH2:19]([O:26][C:27]([NH:29][CH2:30][CH2:31][CH:32]([P:11](=[O:18])([O:15][CH2:16][CH3:17])[O:12][CH2:13][CH3:14])[OH:33])=[O:28])[C:20]1[CH:25]=[CH:24][CH:23]=[CH:22][CH:21]=1. The catalyst class is: 7. (7) Reactant: [NH:1]1[CH:5]=[CH:4][N:3]=[C:2]1[CH2:6][N:7]([CH2:14][C:15]1[CH:37]=[CH:36][C:18]([C:19]([NH:21][C:22]2[CH:27]=[CH:26][C:25]([CH2:28][N:29]([CH2:33][CH2:34][CH3:35])[CH2:30][CH2:31][CH3:32])=[CH:24][CH:23]=2)=[O:20])=[CH:17][CH:16]=1)[CH2:8][C:9]1[NH:10][CH:11]=[CH:12][N:13]=1.C(N([CH2:43][CH3:44])CC)C.Cl[C:46]([O:48][CH2:49][CH2:50][CH2:51][CH3:52])=[O:47]. Product: [CH2:49]([O:48][C:46]([N:1]1[CH:5]=[CH:4][N:3]=[C:2]1[CH2:6][N:7]([CH2:14][C:15]1[CH:37]=[CH:36][C:18]([C:19]([NH:21][C:22]2[CH:23]=[CH:24][C:25]([CH2:28][N:29]([CH2:33][CH2:34][CH3:35])[CH2:30][CH2:31][CH3:32])=[CH:26][CH:27]=2)=[O:20])=[CH:17][CH:16]=1)[CH2:8][C:9]1[N:13]([C:46]([O:48][CH2:49][CH2:50][CH2:43][CH3:44])=[O:47])[CH:12]=[CH:11][N:10]=1)=[O:47])[CH2:50][CH2:51][CH3:52]. The catalyst class is: 22. (8) Reactant: C[Si]([C:5]#[C:6][C:7]1[C:8](=[O:14])[NH:9][C:10](=[O:13])[NH:11][CH:12]=1)(C)C.C[O-].[Na+].Cl. Product: [C:6]([C:7]1[C:8](=[O:14])[NH:9][C:10](=[O:13])[NH:11][CH:12]=1)#[CH:5]. The catalyst class is: 5. (9) Reactant: [Br:1][C:2]1[C:11]2[C:6](=[CH:7][C:8]([NH:12][CH3:13])=[CH:9][CH:10]=2)[C:5](=[O:14])[N:4]([CH:15]([CH3:17])[CH3:16])[N:3]=1.[H-].[Na+].Cl[CH2:21][CH2:22][N:23]1[CH2:28][CH2:27][O:26][CH2:25][CH2:24]1.O. Product: [Br:1][C:2]1[C:11]2[C:6](=[CH:7][C:8]([N:12]([CH3:13])[CH2:21][CH2:22][N:23]3[CH2:28][CH2:27][O:26][CH2:25][CH2:24]3)=[CH:9][CH:10]=2)[C:5](=[O:14])[N:4]([CH:15]([CH3:17])[CH3:16])[N:3]=1. The catalyst class is: 9. (10) Reactant: C([N:8]1[C@H:13]([CH3:14])[CH2:12][CH:11]([N:15]([CH2:40][CH3:41])[C:16]2[C:17]([CH3:39])=[C:18]([CH:32]=[C:33]([C:35]([F:38])([F:37])[F:36])[CH:34]=2)[C:19]([NH:21][CH2:22][C:23]2[C:24](=[O:31])[NH:25][C:26]([CH3:30])=[CH:27][C:28]=2[CH3:29])=[O:20])[CH2:10][C@H:9]1[CH3:42])C1C=CC=CC=1. Product: [CH3:29][C:28]1[CH:27]=[C:26]([CH3:30])[NH:25][C:24](=[O:31])[C:23]=1[CH2:22][NH:21][C:19](=[O:20])[C:18]1[CH:32]=[C:33]([C:35]([F:36])([F:37])[F:38])[CH:34]=[C:16]([N:15]([CH:11]2[CH2:12][C@@H:13]([CH3:14])[NH:8][C@H:9]([CH3:42])[CH2:10]2)[CH2:40][CH3:41])[C:17]=1[CH3:39]. The catalyst class is: 19.